This data is from Forward reaction prediction with 1.9M reactions from USPTO patents (1976-2016). The task is: Predict the product of the given reaction. (1) The product is: [CH3:46][O:45][C:41]1[N:40]=[CH:39][N:38]=[C:37]2[C:42]=1[N:43]=[CH:44][N:36]2[C@@H:29]([CH2:30][CH2:31][CH2:32][CH2:33][CH2:34][CH3:35])[C@H:27]([OH:26])[CH3:28]. Given the reactants [F-].C([N+](CCCC)(CCCC)CCCC)CCC.[Si]([O:26][C@@H:27]([C@@H:29]([N:36]1[CH:44]=[N:43][C:42]2[C:37]1=[N:38][CH:39]=[N:40][C:41]=2[O:45][CH3:46])[CH2:30][CH2:31][CH2:32][CH2:33][CH2:34][CH3:35])[CH3:28])(C(C)(C)C)(C)C.ClCCl.CO, predict the reaction product. (2) Given the reactants [NH:1]1[C:5]2[CH:6]=[CH:7][CH:8]=[CH:9][C:4]=2[N:3]=[C:2]1[C:10]1[C:11]([NH2:15])=[N:12][O:13][N:14]=1.Cl[CH:17]([CH3:20])[C:18]#[N:19], predict the reaction product. The product is: [NH2:15][C:11]1[C:10]([C:2]2[N:1]([CH:17]([CH3:20])[C:18]#[N:19])[C:5]3[CH:6]=[CH:7][CH:8]=[CH:9][C:4]=3[N:3]=2)=[N:14][O:13][N:12]=1. (3) Given the reactants C1(C)C=CC(S(O[C@H:11]([CH2:13]/[CH:14]=[CH:15]/[C:16]2[CH:17]=[N:18][CH:19]=[CH:20][CH:21]=2)[CH3:12])(=O)=O)=CC=1.[CH3:23][NH2:24], predict the reaction product. The product is: [CH3:23][NH:24][C@@H:11]([CH2:13]/[CH:14]=[CH:15]/[C:16]1[CH:17]=[N:18][CH:19]=[CH:20][CH:21]=1)[CH3:12]. (4) Given the reactants [Li]CCCC.Br[C:7]1[N:12]=[C:11]([NH:13][C:14]2[CH:19]=[C:18]([C:20]([F:23])([F:22])[F:21])[CH:17]=[CH:16][N:15]=2)[CH:10]=[C:9]([CH3:24])[CH:8]=1.[C:25](=[O:27])=[O:26], predict the reaction product. The product is: [CH3:24][C:9]1[CH:10]=[C:11]([NH:13][C:14]2[CH:19]=[C:18]([C:20]([F:23])([F:22])[F:21])[CH:17]=[CH:16][N:15]=2)[N:12]=[C:7]([C:25]([OH:27])=[O:26])[CH:8]=1.